Dataset: Reaction yield outcomes from USPTO patents with 853,638 reactions. Task: Predict the reaction yield, written as a fraction of the theoretical maximum amount of product (1.0 means a 100% yield; for example, 0.34 means a 34% yield). (1) The reactants are [Cl:1][C:2]1[CH:27]=[CH:26][C:5]([CH2:6][N:7]2[C:12](=[O:13])[C:11](Br)=[N:10][N:9]([C:15]3[CH:16]=[C:17]([NH:21][C:22](=[O:24])[CH3:23])[CH:18]=[CH:19][CH:20]=3)[C:8]2=[O:25])=[CH:4][CH:3]=1.[CH2:28]1[CH2:32]OC[CH2:29]1.C(COC)OC.[Cl-].C([Zn+])(C)C. The catalyst is O.C1C=CC(P(C2C=CC=CC=2)[C-]2C=CC=C2)=CC=1.C1C=CC(P(C2C=CC=CC=2)[C-]2C=CC=C2)=CC=1.Cl[Pd]Cl.[Fe+2]. The product is [Cl:1][C:2]1[CH:27]=[CH:26][C:5]([CH2:6][N:7]2[C:12](=[O:13])[C:11]([CH:28]([CH3:32])[CH3:29])=[N:10][N:9]([C:15]3[CH:16]=[C:17]([NH:21][C:22](=[O:24])[CH3:23])[CH:18]=[CH:19][CH:20]=3)[C:8]2=[O:25])=[CH:4][CH:3]=1. The yield is 0.580. (2) The reactants are [CH2:1]([O:8][C:9]1[CH:14]=[C:13]([O:15][CH2:16][C:17]2[CH:22]=[CH:21][CH:20]=[CH:19][CH:18]=2)[C:12]([F:23])=[CH:11][C:10]=1[CH:24]1[CH2:29][CH2:28][NH:27][CH2:26][CH2:25]1)[C:2]1[CH:7]=[CH:6][CH:5]=[CH:4][CH:3]=1.C[N:31]([CH3:34])[CH2:32][CH3:33].[OH2:35]. The catalyst is O1CCCC1. The product is [C:32]1([NH:31][C:34]([N:27]2[CH2:26][CH2:25][CH:24]([C:10]3[CH:11]=[C:12]([F:23])[C:13]([O:15][CH2:16][C:17]4[CH:18]=[CH:19][CH:20]=[CH:21][CH:22]=4)=[CH:14][C:9]=3[O:8][CH2:1][C:2]3[CH:7]=[CH:6][CH:5]=[CH:4][CH:3]=3)[CH2:29][CH2:28]2)=[O:35])[CH:4]=[CH:3][CH:2]=[CH:1][CH:33]=1. The yield is 0.890. (3) The product is [F:14][C:11]([F:12])([F:13])[C:10]([CH:16]1[CH2:20][CH2:19][NH:18][CH2:17]1)([OH:15])[CH2:9][OH:8]. The yield is 0.870. The catalyst is O1CCCC1.CO.[OH-].[OH-].[Pd+2]. The reactants are C([O:8][CH2:9][C:10]([CH:16]1[CH2:20][CH2:19][N:18](CC2C=CC=CC=2)[CH2:17]1)([OH:15])[C:11]([F:14])([F:13])[F:12])C1C=CC=CC=1.[H][H]. (4) The reactants are [Br:1][C:2]1[CH:3]=[C:4]2[C:8](=[CH:9][CH:10]=1)/[C:7](=[CH:11]/[O:12]C)/[CH2:6][CH2:5]2.CC(=CCC)C.Cl([O-])=[O:21].[Na+].P([O-])(O)(O)=O.[Na+]. The catalyst is C(O)(C)(C)C.O. The product is [Br:1][C:2]1[CH:3]=[C:4]2[C:8](=[CH:9][CH:10]=1)[CH:7]([C:11]([OH:12])=[O:21])[CH2:6][CH2:5]2. The yield is 0.560. (5) The reactants are Cl[C:2]1[C:7]([C:8]([O:10][CH2:11][CH3:12])=[O:9])=[CH:6][N:5]=[C:4]([S:13][CH3:14])[N:3]=1.[CH3:15][C:16]([NH2:19])([CH3:18])[CH3:17].CCN(C(C)C)C(C)C. The catalyst is C(O)C. The product is [C:16]([NH:19][C:2]1[C:7]([C:8]([O:10][CH2:11][CH3:12])=[O:9])=[CH:6][N:5]=[C:4]([S:13][CH3:14])[N:3]=1)([CH3:18])([CH3:17])[CH3:15]. The yield is 0.920.